Dataset: Forward reaction prediction with 1.9M reactions from USPTO patents (1976-2016). Task: Predict the product of the given reaction. (1) Given the reactants [CH3:1][N:2]([CH3:28])[C:3]1([C:22]2[CH:27]=[CH:26][CH:25]=[CH:24][CH:23]=2)[CH2:8][CH2:7][C:6]([CH2:10][CH2:11][CH2:12][C:13]#[C:14][Si:15]([CH2:20][CH3:21])([CH2:18][CH3:19])[CH2:16][CH3:17])([OH:9])[CH2:5][CH2:4]1.I[NH:30][C:31]1[CH:36]=[CH:35][CH:34]=[CH:33][CH:32]=1.C(=O)([O-])[O-].[Na+].[Na+], predict the reaction product. The product is: [CH3:28][N:2]([CH3:1])[C:3]1([C:22]2[CH:23]=[CH:24][CH:25]=[CH:26][CH:27]=2)[CH2:8][CH2:7][C:6]([CH2:10][CH2:11][CH2:12][C:13]2[C:36]3[C:31](=[CH:32][CH:33]=[CH:34][CH:35]=3)[NH:30][C:14]=2[Si:15]([CH2:20][CH3:21])([CH2:18][CH3:19])[CH2:16][CH3:17])([OH:9])[CH2:5][CH2:4]1. (2) The product is: [NH2:1][C:2]1[C:13]([O:14][C:15]2[CH:20]=[CH:19][CH:18]=[C:17]([O:21][CH2:29][CH2:30][CH:31]([CH3:33])[CH3:32])[CH:16]=2)=[CH:12][C:5]2[N:6]([CH3:11])[C:7](=[O:10])[N:8]([CH3:9])[C:4]=2[CH:3]=1. Given the reactants [NH2:1][C:2]1[C:13]([O:14][C:15]2[CH:20]=[CH:19][CH:18]=[C:17]([OH:21])[CH:16]=2)=[CH:12][C:5]2[N:6]([CH3:11])[C:7](=[O:10])[N:8]([CH3:9])[C:4]=2[CH:3]=1.C(=O)([O-])[O-].[K+].[K+].Br[CH2:29][CH2:30][CH:31]([CH3:33])[CH3:32], predict the reaction product. (3) Given the reactants [CH3:1][O:2][C:3]1[CH:8]=[CH:7][C:6]([N:9]2[C:13]3[C:14](=[O:18])[NH:15][CH2:16][CH2:17][C:12]=3[C:11]([C:19]([O:21][CH2:22][CH3:23])=[O:20])=[N:10]2)=[CH:5][CH:4]=1.I[C:25]1[CH:30]=[CH:29][C:28]([C:31]([CH3:35])([CH3:34])[C:32]#[N:33])=[CH:27][CH:26]=1.C([O-])([O-])=O.[K+].[K+], predict the reaction product. The product is: [C:32]([C:31]([CH3:35])([CH3:34])[C:28]1[CH:29]=[CH:30][C:25]([N:15]2[CH2:16][CH2:17][C:12]3[C:11]([C:19]([O:21][CH2:22][CH3:23])=[O:20])=[N:10][N:9]([C:6]4[CH:7]=[CH:8][C:3]([O:2][CH3:1])=[CH:4][CH:5]=4)[C:13]=3[C:14]2=[O:18])=[CH:26][CH:27]=1)#[N:33]. (4) Given the reactants [Cl:1][C:2]1[CH:7]=[CH:6][C:5]([CH2:8][NH2:9])=[C:4]([F:10])[C:3]=1[O:11][C:12]1[CH:17]=[C:16]([CH:18]2[CH2:20][CH2:19]2)[CH:15]=[C:14]([Cl:21])[CH:13]=1.[Cl:22][C:23]1[N:24]=[CH:25][N:26]([CH2:31][O:32][CH2:33][CH2:34][Si:35]([CH3:38])([CH3:37])[CH3:36])[C:27]=1[C:28](O)=[O:29].CN(C(ON1N=NC2C=CC=NC1=2)=[N+](C)C)C.F[P-](F)(F)(F)(F)F.C(N(C(C)C)CC)(C)C, predict the reaction product. The product is: [Cl:22][C:23]1[N:24]=[CH:25][N:26]([CH2:31][O:32][CH2:33][CH2:34][Si:35]([CH3:38])([CH3:37])[CH3:36])[C:27]=1[C:28]([NH:9][CH2:8][C:5]1[CH:6]=[CH:7][C:2]([Cl:1])=[C:3]([O:11][C:12]2[CH:17]=[C:16]([CH:18]3[CH2:20][CH2:19]3)[CH:15]=[C:14]([Cl:21])[CH:13]=2)[C:4]=1[F:10])=[O:29]. (5) Given the reactants [C:1]([NH:4][C@H:5]([C:8]([O:10][CH2:11][CH3:12])=[O:9])[C:6]#[N:7])(=O)[CH3:2].COC1C=CC(P2(SP(C3C=CC(OC)=CC=3)(=S)S2)=[S:22])=CC=1, predict the reaction product. The product is: [NH2:7][C:6]1[S:22][C:1]([CH3:2])=[N:4][C:5]=1[C:8]([O:10][CH2:11][CH3:12])=[O:9]. (6) Given the reactants [CH3:1][NH:2][C:3]([C:5]1[CH:6]=[C:7]([O:11][C:12]2[CH:13]=[CH:14][C:15]([NH:18][C:19]([NH:21][C:22]3[CH:23]=[CH:24][C:25]([Cl:32])=[C:26]([C:28]([F:31])([F:30])[F:29])[CH:27]=3)=[O:20])=[CH:16][CH:17]=2)[CH:8]=[CH:9][N:10]=1)=[O:4].[C:33]1([CH3:43])[CH:38]=[CH:37][C:36]([S:39]([OH:42])(=[O:41])=[O:40])=[CH:35][CH:34]=1.CN(C)C=O, predict the reaction product. The product is: [CH3:43][C:33]1[CH:38]=[CH:37][C:36]([S:39]([OH:42])(=[O:41])=[O:40])=[CH:35][CH:34]=1.[CH3:1][NH:2][C:3]([C:5]1[CH:6]=[C:7]([O:11][C:12]2[CH:17]=[CH:16][C:15]([NH:18][C:19]([NH:21][C:22]3[CH:23]=[CH:24][C:25]([Cl:32])=[C:26]([C:28]([F:31])([F:29])[F:30])[CH:27]=3)=[O:20])=[CH:14][CH:13]=2)[CH:8]=[CH:9][N:10]=1)=[O:4]. (7) Given the reactants [O:1]1[CH2:6][CH2:5][CH2:4][CH:3]([C:7]2[C:8]([O:13][C:14]3[CH:20]=[CH:19][C:17]([NH2:18])=[CH:16][CH:15]=3)=[N:9][CH:10]=[CH:11][N:12]=2)[CH2:2]1.Cl[C:22]1[CH:27]=[CH:26][CH:25]=[CH:24][N:23]=1, predict the reaction product. The product is: [O:1]1[CH2:6][CH2:5][CH2:4][CH:3]([C:7]2[C:8]([O:13][C:14]3[CH:20]=[CH:19][C:17]([NH:18][C:22]4[CH:27]=[CH:26][CH:25]=[CH:24][N:23]=4)=[CH:16][CH:15]=3)=[N:9][CH:10]=[CH:11][N:12]=2)[CH2:2]1. (8) Given the reactants C1COCC1.[CH3:6][C:7]1[C:8]([C:20](OC)=[O:21])=[CH:9][CH:10]=[C:11]2[C:16]=1[N:15]([CH2:17][CH2:18][CH3:19])[CH2:14][CH2:13][CH2:12]2.[H-].[Al+3].[Li+].[H-].[H-].[H-].[OH-].[Na+], predict the reaction product. The product is: [CH3:6][C:7]1[C:8]([CH2:20][OH:21])=[CH:9][CH:10]=[C:11]2[C:16]=1[N:15]([CH2:17][CH2:18][CH3:19])[CH2:14][CH2:13][CH2:12]2. (9) Given the reactants C[O:2][C:3](=[O:36])[C@@H:4]([NH:11][C:12]([NH2:35])=[N:13][NH:14][C:15](=[O:34])[CH:16]([CH2:27][C:28]1[CH:33]=[CH:32][CH:31]=[CH:30][CH:29]=1)[CH2:17][CH2:18][CH2:19][CH2:20][C:21]1[CH:26]=[CH:25][CH:24]=[CH:23][CH:22]=1)[CH2:5][CH2:6][CH2:7][N+:8]([O-:10])=[O:9].O.[OH-].[Li+].O, predict the reaction product. The product is: [CH2:27]([CH:16]([CH2:17][CH2:18][CH2:19][CH2:20][C:21]1[CH:22]=[CH:23][CH:24]=[CH:25][CH:26]=1)[C:15]([NH:14][N:13]=[C:12]([NH2:35])[NH:11][C@@H:4]([CH2:5][CH2:6][CH2:7][N+:8]([O-:10])=[O:9])[C:3]([OH:36])=[O:2])=[O:34])[C:28]1[CH:33]=[CH:32][CH:31]=[CH:30][CH:29]=1. (10) Given the reactants C(Cl)CCl.Cl.[O:6]=[C:7]1[NH:16][C:15]2[N:14]=[CH:13][C:12](/[CH:17]=[CH:18]/[C:19]([OH:21])=O)=[CH:11][C:10]=2[CH2:9][CH2:8]1.[OH:22][CH2:23][CH2:24][N:25]1[C:33]2[C:28](=[CH:29][CH:30]=[CH:31][CH:32]=2)[C:27]([CH2:34][NH:35][CH3:36])=[CH:26]1.C1C=CC2N(O)N=NC=2C=1.O.C(N(C(C)C)CC)(C)C, predict the reaction product. The product is: [OH:22][CH2:23][CH2:24][N:25]1[C:33]2[C:28](=[CH:29][CH:30]=[CH:31][CH:32]=2)[C:27]([CH2:34][N:35]([CH3:36])[C:19](=[O:21])/[CH:18]=[CH:17]/[C:12]2[CH:13]=[N:14][C:15]3[NH:16][C:7](=[O:6])[CH2:8][CH2:9][C:10]=3[CH:11]=2)=[CH:26]1.